From a dataset of Full USPTO retrosynthesis dataset with 1.9M reactions from patents (1976-2016). Predict the reactants needed to synthesize the given product. (1) Given the product [I:11][C:9]1[N:8]=[N:7][C:6]2[NH:12][CH:3]=[CH:4][C:5]=2[CH:10]=1, predict the reactants needed to synthesize it. The reactants are: CO[CH:3](OC)[CH2:4][C:5]1[CH:10]=[C:9]([I:11])[N:8]=[N:7][C:6]=1[NH2:12].Cl. (2) The reactants are: [CH2:1]([O:3][C:4](=[O:28])[CH2:5][C:6]1[CH:7]=[C:8]([C:14]2[CH:19]=[C:18]([C:20]([F:23])([F:22])[F:21])[CH:17]=[CH:16][C:15]=2[CH2:24][NH:25][CH2:26][CH3:27])[C:9]([O:12][CH3:13])=[CH:10][CH:11]=1)[CH3:2].[CH2:29]([N:36]=[C:37]=[O:38])[C:30]1[CH:35]=[CH:34][CH:33]=[CH:32][CH:31]=1. Given the product [CH2:1]([O:3][C:4](=[O:28])[CH2:5][C:6]1[CH:7]=[C:8]([C:14]2[CH:19]=[C:18]([C:20]([F:23])([F:21])[F:22])[CH:17]=[CH:16][C:15]=2[CH2:24][N:25]([CH2:26][CH3:27])[C:37]([NH:36][CH2:29][C:30]2[CH:35]=[CH:34][CH:33]=[CH:32][CH:31]=2)=[O:38])[C:9]([O:12][CH3:13])=[CH:10][CH:11]=1)[CH3:2], predict the reactants needed to synthesize it. (3) The reactants are: [CH:1](=[N:8][OH:9])[C:2]1[CH:7]=[CH:6][CH:5]=[CH:4][CH:3]=1.[C:10]([O:14][CH3:15])(=[O:13])[C:11]#[CH:12]. Given the product [CH3:15][O:14][C:10]([C:11]1[O:9][N:8]=[C:1]([C:2]2[CH:7]=[CH:6][CH:5]=[CH:4][CH:3]=2)[CH:12]=1)=[O:13], predict the reactants needed to synthesize it.